From a dataset of Reaction yield outcomes from USPTO patents with 853,638 reactions. Predict the reaction yield, written as a fraction of the theoretical maximum amount of product (1.0 means a 100% yield; for example, 0.34 means a 34% yield). (1) The reactants are [H-].[Na+].[CH3:3][O:4][CH:5]([C:14]1[CH:19]=[CH:18][C:17]([O:20][CH3:21])=[CH:16][CH:15]=1)[CH2:6][CH:7]=[CH:8][CH:9]=[CH:10][C:11](O)=[O:12].C(Cl)(=O)C([Cl:25])=O. The catalyst is C1C=CC=CC=1. The product is [CH3:3][O:4][CH:5]([C:14]1[CH:19]=[CH:18][C:17]([O:20][CH3:21])=[CH:16][CH:15]=1)[CH2:6][CH:7]=[CH:8][CH:9]=[CH:10][C:11]([Cl:25])=[O:12]. The yield is 0.930. (2) The reactants are Br[C:2]1[CH:3]=[CH:4][C:5]2[O:11][CH2:10][CH2:9][N:8]3[CH:12]=[C:13]([C:15]4[N:19]([CH:20]([CH3:22])[CH3:21])[N:18]=[C:17]([NH2:23])[N:16]=4)[N:14]=[C:7]3[C:6]=2[CH:24]=1.[Cl:25][C:26]1[CH:31]=[CH:30][C:29](B(O)O)=[CH:28][CH:27]=1.C([O-])([O-])=O.[Cs+].[Cs+].O. The catalyst is O1CCOCC1.C1C=CC(P(C2C=CC=CC=2)[C-]2C=CC=C2)=CC=1.C1C=CC(P(C2C=CC=CC=2)[C-]2C=CC=C2)=CC=1.Cl[Pd]Cl.[Fe+2]. The product is [Cl:25][C:26]1[CH:31]=[CH:30][C:29]([C:2]2[CH:3]=[CH:4][C:5]3[O:11][CH2:10][CH2:9][N:8]4[CH:12]=[C:13]([C:15]5[N:19]([CH:20]([CH3:21])[CH3:22])[N:18]=[C:17]([NH2:23])[N:16]=5)[N:14]=[C:7]4[C:6]=3[CH:24]=2)=[CH:28][CH:27]=1. The yield is 0.181. (3) The reactants are [NH2:1][C:2]([CH:6]1[CH2:8][CH2:7]1)([CH3:5])[CH2:3][OH:4].C(N(CC)CC)C.Cl[C:17](Cl)([O:19]C(=O)OC(Cl)(Cl)Cl)Cl. The catalyst is C(Cl)Cl. The product is [CH:6]1([C:2]2([CH3:5])[CH2:3][O:4][C:17](=[O:19])[NH:1]2)[CH2:8][CH2:7]1. The yield is 0.930. (4) The reactants are Cl.Cl.[C@H:3]12[CH2:9][C@H:6]([NH:7][CH2:8]1)[CH2:5][N:4]2[CH2:10][C:11]1[C:15]2[CH:16]=[CH:17][C:18]([O:20][C:21]3[S:22][C:23]4[C:24]([N:29]=3)=[N:25][CH:26]=[CH:27][CH:28]=4)=[CH:19][C:14]=2[O:13][CH:12]=1.[CH3:30][O:31][C:32](=[O:41])[C:33]1[CH:38]=[CH:37][C:36]([CH2:39]Br)=[CH:35][CH:34]=1.C([O-])([O-])=O.[K+].[K+]. The catalyst is CC#N. The product is [CH3:30][O:31][C:32](=[O:41])[C:33]1[CH:38]=[CH:37][C:36]([CH2:39][N:7]2[CH2:8][C@@H:3]3[CH2:9][C@H:6]2[CH2:5][N:4]3[CH2:10][C:11]2[C:15]3[CH:16]=[CH:17][C:18]([O:20][C:21]4[S:22][C:23]5[C:24]([N:29]=4)=[N:25][CH:26]=[CH:27][CH:28]=5)=[CH:19][C:14]=3[O:13][CH:12]=2)=[CH:35][CH:34]=1. The yield is 0.160. (5) The reactants are [CH2:1]([O:8][C:9]1[CH:14]=[C:13]([O:15]COC)[C:12]([CH:19]([CH3:21])[CH3:20])=[CH:11][C:10]=1[C:22]1[N:23]([C:28]2[CH:29]=[N:30][C:31]([N:34]3[CH2:39][CH2:38][O:37][CH2:36][CH2:35]3)=[CH:32][CH:33]=2)[C:24]([OH:27])=[N:25][N:26]=1)[C:2]1[CH:7]=[CH:6][CH:5]=[CH:4][CH:3]=1.[ClH:40]. The catalyst is CO. The product is [ClH:40].[CH2:1]([O:8][C:9]1[CH:14]=[C:13]([OH:15])[C:12]([CH:19]([CH3:21])[CH3:20])=[CH:11][C:10]=1[C:22]1[N:23]([C:28]2[CH:29]=[N:30][C:31]([N:34]3[CH2:39][CH2:38][O:37][CH2:36][CH2:35]3)=[CH:32][CH:33]=2)[C:24]([OH:27])=[N:25][N:26]=1)[C:2]1[CH:7]=[CH:6][CH:5]=[CH:4][CH:3]=1. The yield is 0.740. (6) The reactants are [CH:1]([Si:4]([CH:10]([CH3:12])[CH3:11])([CH:7]([CH3:9])[CH3:8])OC)([CH3:3])[CH3:2].C([Si](C(C)C)(C(C)C)OCCCC)(C)C.[ClH:28]. No catalyst specified. The product is [CH:1]([Si:4]([CH:10]([CH3:12])[CH3:11])([CH:7]([CH3:9])[CH3:8])[Cl:28])([CH3:3])[CH3:2]. The yield is 0.990.